This data is from Reaction yield outcomes from USPTO patents with 853,638 reactions. The task is: Predict the reaction yield, written as a fraction of the theoretical maximum amount of product (1.0 means a 100% yield; for example, 0.34 means a 34% yield). (1) The catalyst is O1CCOCC1. The yield is 0.949. The product is [ClH:34].[F:3][C:4]1[CH:9]=[CH:8][C:7]([F:10])=[CH:6][C:5]=1[C@H:11]1[CH2:15][CH2:14][CH2:13][N:12]1[C:16]1[CH:17]=[CH:18][C:19]2[N:20]([C:22]([NH:25][C:26]([N:28]3[CH2:29][CH:30]([CH2:32][OH:33])[CH2:31]3)=[O:27])=[CH:23][N:24]=2)[N:21]=1. The reactants are CO.[F:3][C:4]1[CH:9]=[CH:8][C:7]([F:10])=[CH:6][C:5]=1[C@H:11]1[CH2:15][CH2:14][CH2:13][N:12]1[C:16]1[CH:17]=[CH:18][C:19]2[N:20]([C:22]([NH:25][C:26]([N:28]3[CH2:31][CH:30]([CH2:32][OH:33])[CH2:29]3)=[O:27])=[CH:23][N:24]=2)[N:21]=1.[ClH:34]. (2) The reactants are [Br-].[Cl:2][C:3]1[CH:4]=[CH:5][CH:6]=[C:7]2[C:11]=1[CH:10]([P+](C1C=CC=CC=1)(C1C=CC=CC=1)C1C=CC=CC=1)O[C:8]2=[O:31].[CH:32]([C:34]1[CH:35]=[C:36]([CH:39]=[CH:40][CH:41]=1)[C:37]#[N:38])=O.C(N(CC)CC)C.O.[NH2:50][NH2:51]. The catalyst is CN(C=O)C.CCO.O.C(Cl)Cl. The product is [Cl:2][C:3]1[CH:4]=[CH:5][CH:6]=[C:7]2[C:11]=1[C:10]([CH2:32][C:34]1[CH:35]=[C:36]([CH:39]=[CH:40][CH:41]=1)[C:37]#[N:38])=[N:51][NH:50][C:8]2=[O:31]. The yield is 0.545.